Dataset: Reaction yield outcomes from USPTO patents with 853,638 reactions. Task: Predict the reaction yield, written as a fraction of the theoretical maximum amount of product (1.0 means a 100% yield; for example, 0.34 means a 34% yield). (1) The reactants are [Cl:1][C:2]1[CH:7]=[CH:6][C:5]([C:8]([CH3:13])([CH3:12])[C:9](O)=[O:10])=[CH:4][CH:3]=1.COCCO[AlH2-]OCCOC.[Na+]. The catalyst is C1COCC1. The product is [Cl:1][C:2]1[CH:3]=[CH:4][C:5]([C:8]([CH3:13])([CH3:12])[CH2:9][OH:10])=[CH:6][CH:7]=1. The yield is 0.990. (2) The catalyst is C1C=CC([P]([Pd]([P](C2C=CC=CC=2)(C2C=CC=CC=2)C2C=CC=CC=2)([P](C2C=CC=CC=2)(C2C=CC=CC=2)C2C=CC=CC=2)[P](C2C=CC=CC=2)(C2C=CC=CC=2)C2C=CC=CC=2)(C2C=CC=CC=2)C2C=CC=CC=2)=CC=1.O. The product is [F:22][C:6]1[CH:5]=[C:4]2[C:9]([CH:10]=[C:11]([C@@H:12]([NH:14][C:15](=[O:21])[O:16][C:17]([CH3:20])([CH3:19])[CH3:18])[CH3:13])[C:2]([C:26]3[CH:27]=[CH:28][CH:29]=[CH:30][C:25]=3[S:24][CH3:23])=[N:3]2)=[CH:8][CH:7]=1. The reactants are Cl[C:2]1[C:11]([C@@H:12]([NH:14][C:15](=[O:21])[O:16][C:17]([CH3:20])([CH3:19])[CH3:18])[CH3:13])=[CH:10][C:9]2[C:4](=[CH:5][C:6]([F:22])=[CH:7][CH:8]=2)[N:3]=1.[CH3:23][S:24][C:25]1[CH:30]=[CH:29][CH:28]=[CH:27][C:26]=1B(O)O.C([O-])([O-])=O.[Na+].[Na+].CC#N. The yield is 0.948. (3) The reactants are [H-].[Al+3].[Li+].[H-].[H-].[H-].[Cl:7][C:8]1[N:16]=[CH:15][CH:14]=[CH:13][C:9]=1[C:10](O)=[O:11].[OH-].[Na+]. The catalyst is C1COCC1. The product is [Cl:7][C:8]1[C:9]([CH2:10][OH:11])=[CH:13][CH:14]=[CH:15][N:16]=1. The yield is 0.680. (4) The reactants are [CH3:1][C:2]1[O:6][N:5]=[C:4]([C:7]2[CH:12]=[CH:11][CH:10]=[CH:9][CH:8]=2)[C:3]=1[CH2:13][O:14][C:15]1[CH:23]=[CH:22][C:18]([C:19]([OH:21])=O)=[CH:17][N:16]=1.Cl.[CH2:25]([O:27][C:28](=[O:32])[CH:29]([CH3:31])[NH2:30])[CH3:26]. No catalyst specified. The product is [CH2:25]([O:27][C:28](=[O:32])[CH:29]([NH:30][C:19]([C:18]1[CH:17]=[N:16][C:15]([O:14][CH2:13][C:3]2[C:4]([C:7]3[CH:8]=[CH:9][CH:10]=[CH:11][CH:12]=3)=[N:5][O:6][C:2]=2[CH3:1])=[CH:23][CH:22]=1)=[O:21])[CH3:31])[CH3:26]. The yield is 0.170. (5) The reactants are [C:1]1([S:7]([CH2:10][C:11]2[O:12][C:13]([CH:16]3[CH2:18][CH2:17]3)=[N:14][N:15]=2)(=[O:9])=[O:8])[CH:6]=[CH:5][CH:4]=[CH:3][CH:2]=1.[Na].[C:20]1(=[O:26])[CH2:25][CH2:24][CH2:23][CH:22]=[CH:21]1. The catalyst is CO.[NH4+].[Cl-]. The product is [C:1]1([S:7]([CH:10]([C:11]2[O:12][C:13]([CH:16]3[CH2:17][CH2:18]3)=[N:14][N:15]=2)[CH:22]2[CH2:23][CH2:24][CH2:25][C:20](=[O:26])[CH2:21]2)(=[O:9])=[O:8])[CH:2]=[CH:3][CH:4]=[CH:5][CH:6]=1. The yield is 0.440. (6) The reactants are [CH2:1]([N:3]1[CH:7]=[C:6]([C:8]2[S:12][C:11]3=[N:13][CH:14]=[C:15](I)[N:10]3[N:9]=2)[CH:5]=[N:4]1)[CH3:2].CC1(C)C(C)(C)OB([C:25]2[CH:26]=[C:27]([C:32]([F:35])([F:34])[F:33])[C:28]([NH2:31])=[N:29][CH:30]=2)O1.C([O-])([O-])=O.[Na+].[Na+]. The catalyst is O1CCOCC1.Cl[Pd](Cl)([P](C1C=CC=CC=1)(C1C=CC=CC=1)C1C=CC=CC=1)[P](C1C=CC=CC=1)(C1C=CC=CC=1)C1C=CC=CC=1. The product is [CH2:1]([N:3]1[CH:7]=[C:6]([C:8]2[S:12][C:11]3=[N:13][CH:14]=[C:15]([C:25]4[CH:26]=[C:27]([C:32]([F:35])([F:34])[F:33])[C:28]([NH2:31])=[N:29][CH:30]=4)[N:10]3[N:9]=2)[CH:5]=[N:4]1)[CH3:2]. The yield is 0.130. (7) The reactants are Cl.[O:2]=[S:3]1(=[O:37])[CH2:8][CH:7]=[C:6]([C:9]2[CH:18]=[CH:17][C:16]3[C:11](=[CH:12][CH:13]=[C:14]([O:19]C)[CH:15]=3)[C:10]=2[O:21][C:22]2[CH:36]=[CH:35][C:25]([O:26][CH2:27][CH2:28][N:29]3[CH2:34][CH2:33][CH2:32][CH2:31][CH2:30]3)=[CH:24][CH:23]=2)[CH2:5][CH2:4]1.B(Br)(Br)Br.CO. The catalyst is C(Cl)Cl.CC(CC)=C. The product is [O:37]=[S:3]1(=[O:2])[CH2:4][CH:5]=[C:6]([C:9]2[C:10]([O:21][C:22]3[CH:23]=[CH:24][C:25]([O:26][CH2:27][CH2:28][N:29]4[CH2:30][CH2:31][CH2:32][CH2:33][CH2:34]4)=[CH:35][CH:36]=3)=[C:11]3[C:16](=[CH:17][CH:18]=2)[CH:15]=[C:14]([OH:19])[CH:13]=[CH:12]3)[CH2:7][CH2:8]1. The yield is 0.820.